This data is from Reaction yield outcomes from USPTO patents with 853,638 reactions. The task is: Predict the reaction yield, written as a fraction of the theoretical maximum amount of product (1.0 means a 100% yield; for example, 0.34 means a 34% yield). (1) The reactants are [H-].[Na+].[OH:3][C:4]1[CH:12]=[C:11]2[C:7]([CH:8]=[CH:9][NH:10]2)=[CH:6][CH:5]=1.[NH2:13][C:14]1[N:19]=[CH:18][N:17]=[C:16](Cl)[CH:15]=1. The catalyst is CS(C)=O. The product is [NH:10]1[C:11]2[C:7](=[CH:6][CH:5]=[C:4]([O:3][C:16]3[N:17]=[CH:18][N:19]=[C:14]([NH2:13])[CH:15]=3)[CH:12]=2)[CH:8]=[CH:9]1. The yield is 0.356. (2) The reactants are C[N:2](C)[CH:3]=[N:4][C:5]([C:7]1[N:16]=[C:15]2[N:9]([CH2:10][CH2:11][O:12][C:13]3[CH:20]=[C:19]([Cl:21])[N:18]=[CH:17][C:14]=32)[CH:8]=1)=O.Cl.[F:24][C:25]1[CH:30]=[C:29]([F:31])[CH:28]=[CH:27][C:26]=1[NH:32]N. The catalyst is C(O)(=O)C. The product is [Cl:21][C:19]1[N:18]=[CH:17][C:14]2[C:15]3[N:9]([CH2:10][CH2:11][O:12][C:13]=2[CH:20]=1)[CH:8]=[C:7]([C:5]1[N:32]([C:26]2[CH:27]=[CH:28][C:29]([F:31])=[CH:30][C:25]=2[F:24])[N:2]=[CH:3][N:4]=1)[N:16]=3. The yield is 0.780. (3) The reactants are [Sn](Cl)(Cl)(Cl)Cl.[S:6]1[CH:10]=[CH:9][C:8]2[CH:11]=[C:12]([C:15]3(O)[C:24]4[C:19](=[CH:20][CH:21]=[CH:22][CH:23]=4)[CH2:18][N:17]([CH3:25])[CH2:16]3)[CH:13]=[CH:14][C:7]1=2.C[Si]([C:31]#[N:32])(C)C.C(=O)([O-])[O-].[K+].[K+].O.[F-].[K+]. The catalyst is ClCCl.O. The product is [S:6]1[CH:10]=[CH:9][C:8]2[CH:11]=[C:12]([C:15]3([C:31]#[N:32])[C:24]4[C:19](=[CH:20][CH:21]=[CH:22][CH:23]=4)[CH2:18][N:17]([CH3:25])[CH2:16]3)[CH:13]=[CH:14][C:7]1=2. The yield is 0.0600. (4) The reactants are [NH2:1][C:2]1[CH:25]=[CH:24][C:5]([O:6][C:7]2[C:16]3[C:11](=[CH:12][C:13]([O:19][CH2:20][C@H:21]4[CH2:23][O:22]4)=[C:14]([C:17]#[N:18])[CH:15]=3)[N:10]=[CH:9][CH:8]=2)=[CH:4][CH:3]=1.C1(O[C:33](=[O:40])[NH:34][C:35]2[S:36][CH:37]=[CH:38][N:39]=2)C=CC=CC=1.C(OCC)(=O)C.O1CCCC1.[NH:52]1[CH2:56][CH2:55][CH2:54][CH2:53]1. The catalyst is CS(C)=O.CN(C)C=O.CO.C(OCC)(=O)C.O. The product is [C:17]([C:14]1[CH:15]=[C:16]2[C:11](=[CH:12][C:13]=1[O:19][CH2:20][C@H:21]([OH:22])[CH2:23][N:52]1[CH2:56][CH2:55][CH2:54][CH2:53]1)[N:10]=[CH:9][CH:8]=[C:7]2[O:6][C:5]1[CH:4]=[CH:3][C:2]([NH:1][C:33]([NH:34][C:35]2[S:36][CH:37]=[CH:38][N:39]=2)=[O:40])=[CH:25][CH:24]=1)#[N:18]. The yield is 0.0900. (5) The reactants are [C:1]([O:4][CH2:5][C:6](=[O:27])[C@@H:7]([C:20]([O:22][C:23]([CH3:26])([CH3:25])[CH3:24])=[O:21])[CH2:8][C:9]1[CH:19]=[CH:18][C:12]2[O:13][C:14]([F:17])([F:16])[O:15][C:11]=2[CH:10]=1)(=[O:3])[CH3:2].[Li].CC([O-])(C)C.CC([O-])(C)C.CC([O-])(C)C.[Al+3]. The catalyst is C(O)C. The product is [C:1]([O:4][CH2:5][C@@H:6]([OH:27])[C@@H:7]([C:20]([O:22][C:23]([CH3:26])([CH3:25])[CH3:24])=[O:21])[CH2:8][C:9]1[CH:19]=[CH:18][C:12]2[O:13][C:14]([F:16])([F:17])[O:15][C:11]=2[CH:10]=1)(=[O:3])[CH3:2]. The yield is 0.960.